From a dataset of Catalyst prediction with 721,799 reactions and 888 catalyst types from USPTO. Predict which catalyst facilitates the given reaction. (1) The catalyst class is: 3. Reactant: F[C:2]1[CH:9]=[CH:8][C:5]([C:6]#[N:7])=[CH:4][CH:3]=1.[CH:10]([C:12]1[CH:13]=[N:14][NH:15][CH:16]=1)=[O:11].[H-].[Na+].O. Product: [CH:10]([C:12]1[CH:13]=[N:14][N:15]([C:2]2[CH:9]=[CH:8][C:5]([C:6]#[N:7])=[CH:4][CH:3]=2)[CH:16]=1)=[O:11]. (2) Reactant: [Cl:1][C:2]1[CH:3]=[CH:4][C:5]([O:20][CH2:21][C:22]2[CH:27]=[CH:26][C:25]([Cl:28])=[CH:24][C:23]=2[F:29])=[C:6]([CH:19]=1)[CH2:7][NH:8][CH2:9][CH2:10][C:11]1[C:12](F)=[N:13][CH:14]=[CH:15][C:16]=1[I:17].C([O-])([O-])=O.[K+].[K+]. Product: [Cl:1][C:2]1[CH:3]=[CH:4][C:5]([O:20][CH2:21][C:22]2[CH:27]=[CH:26][C:25]([Cl:28])=[CH:24][C:23]=2[F:29])=[C:6]([CH:19]=1)[CH2:7][N:8]1[C:12]2=[N:13][CH:14]=[CH:15][C:16]([I:17])=[C:11]2[CH2:10][CH2:9]1. The catalyst class is: 3. (3) Reactant: Cl[C:2]1[N:10]=[C:9]([Cl:11])[C:8]([C:12]([F:15])([F:14])[F:13])=[CH:7][C:3]=1[C:4]([NH2:6])=[O:5].[CH:16]([O:19][CH2:20][CH2:21][OH:22])([CH3:18])[CH3:17].[H-].[Na+]. The catalyst class is: 3. Product: [Cl:11][C:9]1[C:8]([C:12]([F:15])([F:14])[F:13])=[CH:7][C:3]([C:4]([NH2:6])=[O:5])=[C:2]([O:22][CH2:21][CH2:20][O:19][CH:16]([CH3:18])[CH3:17])[N:10]=1. (4) Reactant: Cl.[CH3:2][O:3][C:4]([C:7]1[N:11]([CH2:12][CH:13]2[CH2:18][CH2:17][O:16][CH2:15][CH2:14]2)[C:10]2[CH:19]=[CH:20][C:21]([NH:23][CH3:24])=[CH:22][C:9]=2[N:8]=1)([CH3:6])[CH3:5].[N+:25]([C:28]1[CH:33]=[CH:32][C:31]([S:34](Cl)(=[O:36])=[O:35])=[CH:30][CH:29]=1)([O-:27])=[O:26]. Product: [CH3:2][O:3][C:4]([C:7]1[N:11]([CH2:12][CH:13]2[CH2:18][CH2:17][O:16][CH2:15][CH2:14]2)[C:10]2[CH:19]=[CH:20][C:21]([N:23]([CH3:24])[S:34]([C:31]3[CH:30]=[CH:29][C:28]([N+:25]([O-:27])=[O:26])=[CH:33][CH:32]=3)(=[O:35])=[O:36])=[CH:22][C:9]=2[N:8]=1)([CH3:6])[CH3:5]. The catalyst class is: 649. (5) Reactant: [CH3:1][O:2][C:3]([C:5]1([CH3:14])[CH2:10][CH2:9][CH:8]([C:11](O)=[O:12])[CH2:7][CH2:6]1)=[O:4].S(Cl)([Cl:17])=O. Product: [Cl:17][C:11]([CH:8]1[CH2:9][CH2:10][C:5]([CH3:14])([C:3]([O:2][CH3:1])=[O:4])[CH2:6][CH2:7]1)=[O:12]. The catalyst class is: 4.